From a dataset of Catalyst prediction with 721,799 reactions and 888 catalyst types from USPTO. Predict which catalyst facilitates the given reaction. Reactant: Br[C:2]1[CH:11]=[CH:10][C:9]2[N:8]=[CH:7][C:6]3[N:12]([CH3:24])[C:13](=[O:23])[N:14]([C:15]4[C:16]([O:21][CH3:22])=[N:17][CH:18]=[CH:19][CH:20]=4)[C:5]=3[C:4]=2[CH:3]=1.[CH3:25][O:26][C:27]1[CH:32]=[CH:31][C:30](B(O)O)=[CH:29][N:28]=1.C([O-])([O-])=O.[K+].[K+]. Product: [CH3:22][O:21][C:16]1[C:15]([N:14]2[C:5]3[C:4]4[CH:3]=[C:2]([C:30]5[CH:29]=[N:28][C:27]([O:26][CH3:25])=[CH:32][CH:31]=5)[CH:11]=[CH:10][C:9]=4[N:8]=[CH:7][C:6]=3[N:12]([CH3:24])[C:13]2=[O:23])=[CH:20][CH:19]=[CH:18][N:17]=1. The catalyst class is: 233.